This data is from Full USPTO retrosynthesis dataset with 1.9M reactions from patents (1976-2016). The task is: Predict the reactants needed to synthesize the given product. (1) Given the product [C:1]([NH:20][C:21]1[CH:22]=[C:23]([CH2:27][CH2:28][OH:29])[CH:24]=[CH:25][CH:26]=1)([C:2]1[CH:7]=[CH:6][CH:5]=[CH:4][CH:3]=1)([C:14]1[CH:19]=[CH:18][CH:17]=[CH:16][CH:15]=1)[C:8]1[CH:9]=[CH:10][CH:11]=[CH:12][CH:13]=1, predict the reactants needed to synthesize it. The reactants are: [C:1]([NH:20][C:21]1[CH:22]=[C:23]([CH2:27][C:28](O)=[O:29])[CH:24]=[CH:25][CH:26]=1)([C:14]1[CH:19]=[CH:18][CH:17]=[CH:16][CH:15]=1)([C:8]1[CH:13]=[CH:12][CH:11]=[CH:10][CH:9]=1)[C:2]1[CH:7]=[CH:6][CH:5]=[CH:4][CH:3]=1.C(=O)(O)[O-].[Na+]. (2) Given the product [Cl:1][C:2]1[CH:3]=[C:4]([C:9]([C:11]2[CH:12]=[C:16]([CH:17]=[CH:18][CH:19]=2)[C:64]([NH:20][CH2:21][C:22]2[CH:27]=[C:26]([C:28]3[CH:33]=[CH:32][CH:31]=[C:30]([CH2:34][N:35]4[CH2:40][CH2:39][NH:38][C@@H:37]([CH3:48])[CH2:36]4)[CH:29]=3)[C:25]([F:49])=[CH:24][CH:23]=2)=[O:65])=[O:10])[CH:5]=[CH:6][C:7]=1[Cl:8], predict the reactants needed to synthesize it. The reactants are: [Cl:1][C:2]1[CH:3]=[C:4]([C:9]([C:11]2[CH:19]=[CH:18][CH:17]=[CH:16][C:12]=2C(O)=O)=[O:10])[CH:5]=[CH:6][C:7]=1[Cl:8].[NH2:20][CH2:21][C:22]1[CH:23]=[CH:24][C:25]([F:49])=[C:26]([C:28]2[CH:33]=[CH:32][CH:31]=[C:30]([CH2:34][N:35]3[CH2:40][CH2:39][N:38](C(OC(C)(C)C)=O)[C@@H:37]([CH3:48])[CH2:36]3)[CH:29]=2)[CH:27]=1.C(Cl)CCl.C1C=CC2N(O)N=NC=2C=1.[C:64]([O-])([O-])=[O:65].[Na+].[Na+].C(O)(C(F)(F)F)=O. (3) Given the product [CH2:8]([N:4]1[C:19](=[O:20])[C:10]2[C:11](=[CH:12][C:13]3[CH:14]=[CH:15][CH:16]=[CH:17][C:18]=3[CH:9]=2)[C:2]2[CH:8]=[CH:7][CH:6]=[CH:5][C:3]1=2)[CH2:2][CH2:3][CH3:5], predict the reactants needed to synthesize it. The reactants are: Br[C:2]1[CH:8]=[CH:7][CH:6]=[CH:5][C:3]=1[NH2:4].[CH:9]1[C:18]2[C:13](=[CH:14][CH:15]=[CH:16][CH:17]=2)[CH:12]=[CH:11][C:10]=1[C:19](Cl)=[O:20]. (4) Given the product [CH:1]1([N:6]2[C:14]3[CH:13]=[CH:12][NH:11][C:10](=[O:15])[C:9]=3[C:8]([C:17]3[CH:18]=[C:19]([C:22]([NH:24][CH:25]4[CH2:27][CH2:26]4)=[O:23])[S:20][CH:21]=3)=[N:7]2)[CH2:5][CH2:4][CH2:3][CH2:2]1, predict the reactants needed to synthesize it. The reactants are: [CH:1]1([N:6]2[C:14]3[CH:13]=[CH:12][N:11]=[C:10]([O:15]C)[C:9]=3[C:8]([C:17]3[CH:18]=[C:19]([C:22]([NH:24][CH:25]4[CH2:27][CH2:26]4)=[O:23])[S:20][CH:21]=3)=[N:7]2)[CH2:5][CH2:4][CH2:3][CH2:2]1.[I-].[Na+].Cl[Si](C)(C)C.O. (5) Given the product [F:1][C:2]1[CH:3]=[C:4]([C:10]2[C:11]([CH3:17])([CH3:16])[C:12](=[O:15])[NH:13][N:14]=2)[CH:5]=[CH:6][C:7]=1[OH:8], predict the reactants needed to synthesize it. The reactants are: [F:1][C:2]1[CH:3]=[C:4]([C:10]2[C:11]([CH3:17])([CH3:16])[C:12](=[O:15])[NH:13][N:14]=2)[CH:5]=[CH:6][C:7]=1[O:8]C.[Cl-].[Al+3].[Cl-].[Cl-].O.